This data is from Full USPTO retrosynthesis dataset with 1.9M reactions from patents (1976-2016). The task is: Predict the reactants needed to synthesize the given product. Given the product [N:14]1[C:13]2[NH:9][CH:10]=[CH:11][C:12]=2[C:17]([C:18]2[CH:19]=[N:20][N:21]([CH:23]3[CH2:27][CH2:26][CH2:25][CH:24]3[C:28]#[N:29])[CH:22]=2)=[CH:16][N:15]=1, predict the reactants needed to synthesize it. The reactants are: C(OC[N:9]1[C:13]2[N:14]=[N:15][CH:16]=[C:17]([C:18]3[CH:19]=[N:20][N:21]([CH:23]4[CH2:27][CH2:26][CH2:25][CH:24]4[C:28]#[N:29])[CH:22]=3)[C:12]=2[CH:11]=[CH:10]1)(=O)C(C)(C)C.[OH-].[Na+].